Dataset: Peptide-MHC class I binding affinity with 185,985 pairs from IEDB/IMGT. Task: Regression. Given a peptide amino acid sequence and an MHC pseudo amino acid sequence, predict their binding affinity value. This is MHC class I binding data. (1) The peptide sequence is MLNRYKLIY. The MHC is HLA-A03:01 with pseudo-sequence HLA-A03:01. The binding affinity (normalized) is 0.577. (2) The peptide sequence is WPEIVGAIV. The MHC is HLA-A02:01 with pseudo-sequence HLA-A02:01. The binding affinity (normalized) is 0.0847. (3) The peptide sequence is SVRDRLARL. The MHC is HLA-B45:01 with pseudo-sequence HLA-B45:01. The binding affinity (normalized) is 0. (4) The peptide sequence is RQHPGLFPF. The MHC is HLA-B40:13 with pseudo-sequence HLA-B40:13. The binding affinity (normalized) is 0.936. (5) The peptide sequence is LQISRVNDL. The MHC is HLA-A02:03 with pseudo-sequence HLA-A02:03. The binding affinity (normalized) is 0.774. (6) The peptide sequence is IMFKDDNII. The MHC is HLA-A02:01 with pseudo-sequence HLA-A02:01. The binding affinity (normalized) is 0.495. (7) The peptide sequence is QTVKYPNL. The MHC is H-2-Kb with pseudo-sequence H-2-Kb. The binding affinity (normalized) is 0.677. (8) The peptide sequence is AFDLSHFLK. The MHC is HLA-B44:02 with pseudo-sequence HLA-B44:02. The binding affinity (normalized) is 0. (9) The peptide sequence is YQAGISAAL. The MHC is BoLA-HD6 with pseudo-sequence BoLA-HD6. The binding affinity (normalized) is 0.808. (10) The peptide sequence is YVFPVIFSK. The MHC is HLA-B40:02 with pseudo-sequence HLA-B40:02. The binding affinity (normalized) is 0.